Task: Predict which catalyst facilitates the given reaction.. Dataset: Catalyst prediction with 721,799 reactions and 888 catalyst types from USPTO Reactant: Br[C:2]1[CH:6]=[C:5]([C:7]#[C:8][C:9]([CH3:12])([CH3:11])[CH3:10])[S:4][C:3]=1[C:13]([O:15][CH3:16])=[O:14].[CH2:17]([C:19]1[N:23]=[C:22]([CH2:24][NH2:25])[O:21][N:20]=1)[CH3:18].C(=O)([O-])[O-].[Cs+].[Cs+].COC1C=CC=C(OC)C=1C1C=CC=CC=1P(C1CCCCC1)C1CCCCC1. Product: [CH3:10][C:9]([CH3:12])([CH3:11])[C:8]#[C:7][C:5]1[S:4][C:3]([C:13]([O:15][CH3:16])=[O:14])=[C:2]([NH:25][CH2:24][C:22]2[O:21][N:20]=[C:19]([CH2:17][CH3:18])[N:23]=2)[CH:6]=1. The catalyst class is: 102.